This data is from Peptide-MHC class I binding affinity with 185,985 pairs from IEDB/IMGT. The task is: Regression. Given a peptide amino acid sequence and an MHC pseudo amino acid sequence, predict their binding affinity value. This is MHC class I binding data. (1) The peptide sequence is RLASYGLYY. The MHC is HLA-B08:02 with pseudo-sequence HLA-B08:02. The binding affinity (normalized) is 0.0847. (2) The peptide sequence is AGGWVLWKV. The MHC is HLA-B15:01 with pseudo-sequence HLA-B15:01. The binding affinity (normalized) is 0.0847. (3) The peptide sequence is AEMKTDAATLA. The MHC is HLA-B35:01 with pseudo-sequence HLA-B35:01. The binding affinity (normalized) is 0. (4) The peptide sequence is RPGGKKHYM. The MHC is HLA-B81:01 with pseudo-sequence HLA-B81:01. The binding affinity (normalized) is 0.0847. (5) The peptide sequence is TLARSICEK. The MHC is HLA-A11:01 with pseudo-sequence HLA-A11:01. The binding affinity (normalized) is 0.481. (6) The peptide sequence is NGPESVLV. The MHC is Mamu-A02 with pseudo-sequence Mamu-A02. The binding affinity (normalized) is 0. (7) The peptide sequence is RILPYTFKI. The MHC is HLA-A02:01 with pseudo-sequence HLA-A02:01. The binding affinity (normalized) is 1.00. (8) The peptide sequence is FVNYNFTLV. The MHC is HLA-B54:01 with pseudo-sequence HLA-B54:01. The binding affinity (normalized) is 0.344. (9) The MHC is HLA-B58:01 with pseudo-sequence HLA-B58:01. The peptide sequence is RMYGISPWT. The binding affinity (normalized) is 0.0847. (10) The peptide sequence is AQFSPQYL. The MHC is HLA-A33:01 with pseudo-sequence HLA-A33:01. The binding affinity (normalized) is 0.